This data is from Full USPTO retrosynthesis dataset with 1.9M reactions from patents (1976-2016). The task is: Predict the reactants needed to synthesize the given product. Given the product [CH3:56][C:51]([N:46]1[CH2:45][C:44]2[C:48](=[CH:49][C:41]([C:38]3[CH:37]=[CH:36][C:35]([NH:34][C:67](=[O:68])[C:66]4[CH:70]=[CH:71][C:63]([CH2:58][CH2:59][CH2:60][CH2:61][CH3:62])=[CH:64][CH:65]=4)=[CH:40][CH:39]=3)=[CH:42][CH:43]=2)[C:47]1=[O:50])([CH3:57])[C:52]([O:54][CH3:55])=[O:53], predict the reactants needed to synthesize it. The reactants are: C(NC1C=CC(C2C=C3C(CN([C@@H](C(C)C)C(OC)=O)C3=O)=CC=2)=CC=1)(=O)C1C=CC=CC=1.[NH2:34][C:35]1[CH:40]=[CH:39][C:38]([C:41]2[CH:49]=[C:48]3[C:44]([CH2:45][N:46]([C:51]([CH3:57])([CH3:56])[C:52]([O:54][CH3:55])=[O:53])[C:47]3=[O:50])=[CH:43][CH:42]=2)=[CH:37][CH:36]=1.[CH2:58]([C:63]1[CH:71]=[CH:70][C:66]([C:67](Cl)=[O:68])=[CH:65][CH:64]=1)[CH2:59][CH2:60][CH2:61][CH3:62].